This data is from Full USPTO retrosynthesis dataset with 1.9M reactions from patents (1976-2016). The task is: Predict the reactants needed to synthesize the given product. (1) The reactants are: CS(O)(=O)=O.O[C@@H:7]1[CH2:12][C@H:11]([CH3:13])[S:10](=[O:15])(=[O:14])[C:9]2[S:16][C:17]([S:19]([NH2:22])(=[O:21])=[O:20])=[CH:18][C:8]1=2.[OH2:23].[OH-].[NH4+].[C:26](#[N:28])[CH3:27]. Given the product [C:26]([NH:28][C@H:7]1[CH2:12][C@H:11]([CH3:13])[S:10](=[O:15])(=[O:14])[C:9]2[S:16][C:17]([S:19]([NH2:22])(=[O:21])=[O:20])=[CH:18][C:8]1=2)(=[O:23])[CH3:27], predict the reactants needed to synthesize it. (2) Given the product [ClH:1].[C:2](=[O:3])([O:4][C:5]1[CH:6]=[CH:7][C:8]([N+:11]([O-:13])=[O:12])=[CH:9][CH:10]=1)[O:22][CH2:21][CH:18]1[CH2:19][CH2:20][N:15]([CH3:14])[CH2:16][CH2:17]1, predict the reactants needed to synthesize it. The reactants are: [Cl:1][C:2]([O:4][C:5]1[CH:10]=[CH:9][C:8]([N+:11]([O-:13])=[O:12])=[CH:7][CH:6]=1)=[O:3].[CH3:14][N:15]1[CH2:20][CH2:19][CH:18]([CH2:21][OH:22])[CH2:17][CH2:16]1. (3) Given the product [CH3:12][O:13][C:14]1[CH:15]=[C:16]([CH:19]=[C:20]([O:22][CH3:23])[CH:21]=1)[CH:17]=[C:27]1[CH2:28][CH2:29][CH2:30][C:25]1=[O:9], predict the reactants needed to synthesize it. The reactants are: C1(N2CC[O:9]CC2)CCCC=1.[CH3:12][O:13][C:14]1[CH:15]=[C:16]([CH:19]=[C:20]([O:22][CH3:23])[CH:21]=1)[CH:17]=O.Cl.[CH:25]1[CH:30]=[CH:29][CH:28]=[CH:27]C=1. (4) Given the product [CH2:16]([O:15][C:13]1[CH:14]=[C:9]([CH2:8][N:30]2[CH2:31][C:32]3([CH2:36][C:35]([N:37]4[CH2:42][CH2:41][C:40]([CH3:48])([C:43]([O:45][CH2:46][CH3:47])=[O:44])[CH2:39][CH2:38]4)=[N:34][O:33]3)[C:29]2([CH3:28])[CH3:49])[CH:10]=[C:11]([O:25][CH2:26][CH3:27])[C:12]=1[C:18]1[CH:23]=[CH:22][C:21]([F:24])=[CH:20][CH:19]=1)[CH3:17], predict the reactants needed to synthesize it. The reactants are: C(=O)([O-])[O-].[K+].[K+].Br[CH2:8][C:9]1[CH:14]=[C:13]([O:15][CH2:16][CH3:17])[C:12]([C:18]2[CH:23]=[CH:22][C:21]([F:24])=[CH:20][CH:19]=2)=[C:11]([O:25][CH2:26][CH3:27])[CH:10]=1.[CH3:28][C:29]1([CH3:49])[C:32]2([CH2:36][C:35]([N:37]3[CH2:42][CH2:41][C:40]([CH3:48])([C:43]([O:45][CH2:46][CH3:47])=[O:44])[CH2:39][CH2:38]3)=[N:34][O:33]2)[CH2:31][NH:30]1.CN(C=O)C. (5) Given the product [OH:8][CH2:9][C:10]1[CH:15]=[CH:14][C:13]([O:16][C:17]2[CH:22]=[C:21]([CH:20]=[C:19]([O:31][CH:32]([CH3:34])[CH3:33])[CH:18]=2)[C:23]([NH:24][C:25]2[S:26][CH:27]=[CH:28][N:29]=2)=[O:30])=[N:12][CH:11]=1, predict the reactants needed to synthesize it. The reactants are: [H-].[Al+3].[Li+].[H-].[H-].[H-].C[O:8][C:9](=O)[C:10]1[CH:15]=[CH:14][C:13]([O:16][C:17]2[CH:22]=[C:21]([C:23](=[O:30])[NH:24][C:25]3[S:26][CH:27]=[CH:28][N:29]=3)[CH:20]=[C:19]([O:31][CH:32]([CH3:34])[CH3:33])[CH:18]=2)=[N:12][CH:11]=1.C(=O)([O-])O.[Na+].C(OCC)(=O)C. (6) The reactants are: [Si]([O:18][CH:19]1[CH2:22][N:21]([C:23]2[O:24][CH:25]=[C:26]([C:28](=[O:48])[NH:29][C@@H:30]3[CH2:34][CH2:33][N:32]([C:35]([O:37][CH2:38][C:39]4[CH:44]=[CH:43][C:42]([N+:45]([O-:47])=[O:46])=[CH:41][CH:40]=4)=[O:36])[CH2:31]3)[N:27]=2)[CH2:20]1)(C(C)(C)C)(C1C=CC=CC=1)C1C=CC=CC=1.C(O)(=O)C.[F-].C([N+](CCCC)(CCCC)CCCC)CCC. Given the product [OH:18][CH:19]1[CH2:20][N:21]([C:23]2[O:24][CH:25]=[C:26]([C:28](=[O:48])[NH:29][C@@H:30]3[CH2:34][CH2:33][N:32]([C:35]([O:37][CH2:38][C:39]4[CH:44]=[CH:43][C:42]([N+:45]([O-:47])=[O:46])=[CH:41][CH:40]=4)=[O:36])[CH2:31]3)[N:27]=2)[CH2:22]1, predict the reactants needed to synthesize it. (7) The reactants are: N1([C:6]2[CH:7]=[C:8]([CH:14]=C[CH:16]=2)[C:9]([O:11][CH2:12][CH3:13])=[O:10])CC=CC1.[OH2:17].[CH3:18][N+:19]1([O-])[CH2:24][CH2:23][O:22][CH2:21][CH2:20]1. Given the product [OH:22][CH:23]1[CH:21]([OH:17])[CH2:20][N:19]([C:18]2[CH:14]=[C:8]([CH:7]=[CH:6][CH:16]=2)[C:9]([O:11][CH2:12][CH3:13])=[O:10])[CH2:24]1, predict the reactants needed to synthesize it. (8) Given the product [Si:1]([O:8][CH2:9][CH2:10][C@H:11]([NH:15][C:16]([N:18]([CH2:20][CH2:21][CH2:22][CH2:23][CH:24]=[CH2:25])[CH3:19])=[O:17])[C:12]([NH:47][C@:42]1([C:40]([O:39][CH2:37][CH3:38])=[O:41])[CH2:44][C@H:43]1[CH:45]=[CH2:46])=[O:14])([C:4]([CH3:5])([CH3:6])[CH3:7])([CH3:2])[CH3:3], predict the reactants needed to synthesize it. The reactants are: [Si:1]([O:8][CH2:9][CH2:10][C@H:11]([NH:15][C:16]([N:18]([CH2:20][CH2:21][CH2:22][CH2:23][CH:24]=[CH2:25])[CH3:19])=[O:17])[C:12]([OH:14])=O)([C:4]([CH3:7])([CH3:6])[CH3:5])([CH3:3])[CH3:2].S(C1C=CC(C)=CC=1)(O)(=O)=O.[CH2:37]([O:39][C:40]([C@@:42]1([NH2:47])[CH2:44][C@H:43]1[CH:45]=[CH2:46])=[O:41])[CH3:38].CN(C(ON1N=NC2C=CC=CC1=2)=[N+](C)C)C.[B-](F)(F)(F)F.CCN(C(C)C)C(C)C. (9) Given the product [CH:1]1([C:4]([C:6]2[C:7]([CH3:25])=[N:8][C:9]3[S:10][C:11]4[C:16]([C:17]=3[C:18]=2[C:19]2[CH:24]=[CH:23][CH:22]=[CH:21][CH:20]=2)=[CH:15][CH:14]=[N:13][CH:12]=4)=[O:5])[CH2:2][CH2:3]1, predict the reactants needed to synthesize it. The reactants are: [CH:1]1([C:4]([C:6]2[C:7]([CH3:25])=[N:8][C:9]3[S:10][C:11]4[CH2:12][NH:13][CH2:14][CH2:15][C:16]=4[C:17]=3[C:18]=2[C:19]2[CH:24]=[CH:23][CH:22]=[CH:21][CH:20]=2)=[O:5])[CH2:3][CH2:2]1.